Dataset: Full USPTO retrosynthesis dataset with 1.9M reactions from patents (1976-2016). Task: Predict the reactants needed to synthesize the given product. (1) Given the product [C:21]([O:20][C:19]([NH:18][CH2:17][C:6]1[N:7]([CH2:13][CH:14]([CH3:16])[CH3:15])[C:8](=[O:12])[C:9]2[C:4]([C:5]=1[C:26]1[CH:27]=[CH:28][CH:29]=[CH:30][CH:31]=1)=[CH:3][C:2]([O:1][C:35]([CH3:41])([CH3:40])[C:36]([O:38][CH3:39])=[O:37])=[CH:11][CH:10]=2)=[O:25])([CH3:24])([CH3:22])[CH3:23], predict the reactants needed to synthesize it. The reactants are: [OH:1][C:2]1[CH:3]=[C:4]2[C:9](=[CH:10][CH:11]=1)[C:8](=[O:12])[N:7]([CH2:13][CH:14]([CH3:16])[CH3:15])[C:6]([CH2:17][NH:18][C:19](=[O:25])[O:20][C:21]([CH3:24])([CH3:23])[CH3:22])=[C:5]2[C:26]1[CH:31]=[CH:30][CH:29]=[CH:28][CH:27]=1.[H-].[Na+].Br[C:35]([CH3:41])([CH3:40])[C:36]([O:38][CH3:39])=[O:37].O. (2) Given the product [CH:1]1([C:7]2[NH:11][C:10](=[O:12])[C:9]3([CH2:17][CH2:16][N:15]([S:18](/[CH:21]=[CH:22]/[C:24]4[CH:25]=[CH:26][CH:27]=[C:28]5[C:33]=4[N:32]=[CH:31][CH:30]=[CH:29]5)(=[O:20])=[O:19])[CH2:14][CH2:13]3)[N:8]=2)[CH2:2][CH2:3][CH2:4][CH2:5][CH2:6]1, predict the reactants needed to synthesize it. The reactants are: [CH:1]1([C:7]2[NH:11][C:10](=[O:12])[C:9]3([CH2:17][CH2:16][N:15]([S:18]([CH:21]=[CH2:22])(=[O:20])=[O:19])[CH2:14][CH2:13]3)[N:8]=2)[CH2:6][CH2:5][CH2:4][CH2:3][CH2:2]1.Br[C:24]1[CH:25]=[CH:26][CH:27]=[C:28]2[C:33]=1[N:32]=[CH:31][CH:30]=[CH:29]2.C([O-])(=O)C.[Na+]. (3) Given the product [C:16]([O:20][C:21](=[O:22])[NH:23][C@H:24]([C:25](=[O:26])[NH:15][C:3]1[C:4]([NH:8][C:9]2[CH:10]=[CH:11][CH:12]=[CH:13][CH:14]=2)=[CH:5][CH:6]=[CH:7][C:2]=1[CH3:1])[CH3:28])([CH3:17])([CH3:18])[CH3:19], predict the reactants needed to synthesize it. The reactants are: [CH3:1][C:2]1[CH:7]=[CH:6][CH:5]=[C:4]([NH:8][C:9]2[CH:14]=[CH:13][CH:12]=[CH:11][CH:10]=2)[C:3]=1[NH2:15].[C:16]([O:20][C:21]([NH:23][C@@H:24]([CH3:28])[C:25](O)=[O:26])=[O:22])([CH3:19])([CH3:18])[CH3:17].C1C=CC2N(O)N=NC=2C=1.CN1CCOCC1.Cl.CN(C)CCCN=C=NCC. (4) Given the product [F:15][C:12]1[CH:13]=[CH:14][C:9]([C:7]2[O:8][C:4]3[CH:3]=[C:2]([O:35][CH2:34][C:33]([F:37])([F:36])[F:32])[C:21]([O:22][CH:23]([CH3:25])[CH3:24])=[CH:20][C:5]=3[C:6]=2[C:16]([NH:18][CH3:19])=[O:17])=[CH:10][CH:11]=1, predict the reactants needed to synthesize it. The reactants are: Br[C:2]1[C:21]([O:22][CH:23]([CH3:25])[CH3:24])=[CH:20][C:5]2[C:6]([C:16]([NH:18][CH3:19])=[O:17])=[C:7]([C:9]3[CH:14]=[CH:13][C:12]([F:15])=[CH:11][CH:10]=3)[O:8][C:4]=2[CH:3]=1.CC(C)([O-])C.[Na+].[F:32][C:33]([F:37])([F:36])[CH2:34][OH:35]. (5) Given the product [CH3:32][O:31][N:30]([CH3:29])[C:14]([CH:9]1[CH2:10][CH2:11][CH2:12][CH2:13][N:8]1[C:6]([O:5][C:1]([CH3:2])([CH3:3])[CH3:4])=[O:7])=[O:16], predict the reactants needed to synthesize it. The reactants are: [C:1]([O:5][C:6]([N:8]1[CH2:13][CH2:12][CH2:11][CH2:10][CH:9]1[C:14]([OH:16])=O)=[O:7])([CH3:4])([CH3:3])[CH3:2].O.ON1C2C=CC=CC=2N=N1.Cl.[CH3:29][NH:30][O:31][CH3:32].Cl.C(N=C=NCCCN(C)C)C. (6) Given the product [CH3:1][O:2][C:3](=[O:13])[C:4]1[C:9]([F:10])=[CH:8][C:7]([I:14])=[C:6]([NH2:11])[C:5]=1[CH3:12], predict the reactants needed to synthesize it. The reactants are: [CH3:1][O:2][C:3](=[O:13])[C:4]1[C:9]([F:10])=[CH:8][CH:7]=[C:6]([NH2:11])[C:5]=1[CH3:12].[I:14]N1C(=O)CCC1=O.